The task is: Predict the reaction yield, written as a fraction of the theoretical maximum amount of product (1.0 means a 100% yield; for example, 0.34 means a 34% yield).. This data is from Reaction yield outcomes from USPTO patents with 853,638 reactions. The reactants are [CH3:1][N:2]1[CH2:6][CH2:5][CH2:4][CH:3]1[C:7]1[CH:12]([Si:13]([CH3:16])([CH3:15])[CH3:14])[CH:11]=[CH:10][N:9]([Si](C)(C)C)[CH:8]=1.[CH3:21][N:22]([CH3:26])[C:23](Cl)=[O:24].C([O-])(O)=O.[Na+]. The catalyst is C(Cl)Cl. The product is [CH3:21][N:22]([CH3:26])[C:23]([N:9]1[CH:10]=[CH:11][C@H:12]([Si:13]([CH3:16])([CH3:15])[CH3:14])[C:7]([CH:3]2[CH2:4][CH2:5][CH2:6][N:2]2[CH3:1])=[CH:8]1)=[O:24]. The yield is 0.590.